Task: Predict the reactants needed to synthesize the given product.. Dataset: Full USPTO retrosynthesis dataset with 1.9M reactions from patents (1976-2016) Given the product [NH2:12][C:11]1[S:16][CH:15]=[CH:20][C:10]=1[C:9]([C:6]1[CH:7]=[N:8][C:3]([O:2][CH3:1])=[CH:4][CH:5]=1)=[O:13], predict the reactants needed to synthesize it. The reactants are: [CH3:1][O:2][C:3]1[N:8]=[CH:7][C:6]([C:9](=[O:13])[CH2:10][C:11]#[N:12])=[CH:5][CH:4]=1.O[CH:15]1[CH2:20]SC(O)C[S:16]1.